This data is from Catalyst prediction with 721,799 reactions and 888 catalyst types from USPTO. The task is: Predict which catalyst facilitates the given reaction. (1) Reactant: Br[CH:2]([C:14]1[CH:15]=[N:16][CH:17]=[CH:18][CH:19]=1)[C:3]([C:5]1[C:13]2[C:8](=[CH:9][CH:10]=[CH:11][CH:12]=2)[NH:7][CH:6]=1)=[O:4].[CH3:20][O:21][C:22]1[CH:23]=[C:24]([CH:26]=[C:27]([O:29][CH3:30])[CH:28]=1)[NH2:25].C(=O)(O)[O-].[Na+]. Product: [CH3:30][O:29][C:27]1[CH:26]=[C:24]([NH:25][CH:2]([C:14]2[CH:15]=[N:16][CH:17]=[CH:18][CH:19]=2)[C:3]([C:5]2[C:13]3[C:8](=[CH:9][CH:10]=[CH:11][CH:12]=3)[NH:7][CH:6]=2)=[O:4])[CH:23]=[C:22]([O:21][CH3:20])[CH:28]=1. The catalyst class is: 10. (2) Reactant: CN(C(ON1N=NC2C=CC=NC1=2)=[N+](C)C)C.F[P-](F)(F)(F)(F)F.[I:25][C:26]1[NH:30][C:29]([C@@H:31]2[CH2:36][C@@H:35]3[C@@H:33]([CH2:34]3)[NH:32]2)=[N:28][CH:27]=1.[CH3:37][O:38][C:39]([NH:41][C@@H:42]([CH:46]([CH3:48])[CH3:47])[C:43](O)=[O:44])=[O:40].CCN(C(C)C)C(C)C. Product: [I:25][C:26]1[NH:30][C:29]([C@@H:31]2[CH2:36][C@@H:35]3[C@@H:33]([CH2:34]3)[N:32]2[C:43](=[O:44])[C@@H:42]([NH:41][C:39](=[O:40])[O:38][CH3:37])[CH:46]([CH3:48])[CH3:47])=[N:28][CH:27]=1. The catalyst class is: 656.